Dataset: Catalyst prediction with 721,799 reactions and 888 catalyst types from USPTO. Task: Predict which catalyst facilitates the given reaction. (1) Reactant: [Cl:1][C:2]1[CH:3]=[CH:4][C:5]([O:23][CH3:24])=[C:6]([CH:22]=1)[C:7]([NH:9][CH2:10][CH2:11][CH:12]1[CH2:17][CH2:16][N:15]([S:18]([NH2:21])(=[O:20])=[O:19])[CH2:14][CH2:13]1)=[O:8].[OH-].[Na+].[CH3:27][NH:28][C:29](=[O:34])C(Cl)(Cl)Cl. Product: [Cl:1][C:2]1[CH:3]=[CH:4][C:5]([O:23][CH3:24])=[C:6]([CH:22]=1)[C:7]([NH:9][CH2:10][CH2:11][CH:12]1[CH2:17][CH2:16][N:15]([S:18]([NH:21][C:29]([NH:28][CH3:27])=[O:34])(=[O:20])=[O:19])[CH2:14][CH2:13]1)=[O:8]. The catalyst class is: 60. (2) Reactant: [NH2:1][C@@H:2]1[CH:7]2[CH2:8][CH2:9][N:4]([CH2:5][CH2:6]2)[CH2:3]1.[ClH:10].N1C=CC([C:16]([NH2:18])=[NH:17])=N1.CCN(C(C)C)C(C)C. Product: [ClH:10].[N:4]12[CH2:9][CH2:8][CH:7]([CH2:6][CH2:5]1)[C@@H:2]([NH:1][C:16]([NH2:18])=[NH:17])[CH2:3]2. The catalyst class is: 3. (3) Reactant: [OH-].[Na+].[CH3:3][CH:4]([C:9]1[CH:14]=[C:13]([C:15]([F:18])([F:17])[F:16])[CH:12]=[C:11]([C:19]([F:22])([F:21])[F:20])[CH:10]=1)[C:5]([O:7]C)=[O:6]. Product: [CH3:3][CH:4]([C:9]1[CH:10]=[C:11]([C:19]([F:20])([F:21])[F:22])[CH:12]=[C:13]([C:15]([F:16])([F:17])[F:18])[CH:14]=1)[C:5]([OH:7])=[O:6]. The catalyst class is: 5. (4) Reactant: [Cl:1][C:2]1[N:10]([CH2:11][CH:12]=[CH2:13])[C:9]2[C:8](=[O:14])[N:7]([CH3:15])[C:6](=[O:16])[N:5](COCC[Si](C)(C)C)[C:4]=2[N:3]=1.C(O)(C(F)(F)F)=O. Product: [Cl:1][C:2]1[N:10]([CH2:11][CH:12]=[CH2:13])[C:9]2[C:8](=[O:14])[N:7]([CH3:15])[C:6](=[O:16])[NH:5][C:4]=2[N:3]=1. The catalyst class is: 2. (5) Reactant: [Cl:1][C:2]1[CH:3]=[C:4]2[C:12](=[CH:13][CH:14]=1)[NH:11][C:10]1[C:9](=O)[CH2:8][CH2:7][CH2:6][C:5]2=1.C([O-])(=O)C.[NH4+].C([BH3-])#[N:22].[Na+].Cl. Product: [Cl:1][C:2]1[CH:3]=[C:4]2[C:12](=[CH:13][CH:14]=1)[NH:11][C:10]1[CH:9]([NH2:22])[CH2:8][CH2:7][CH2:6][C:5]2=1. The catalyst class is: 5. (6) Reactant: CCN(C(C)C)C(C)C.[CH3:10][O:11][C:12]1[CH:13]=[CH:14][CH:15]=[C:16]2[C:21]=1[O:20][C:19](=[O:22])[C:18]([C:23]([OH:25])=O)=[CH:17]2.CN(C(ON1N=NC2C=CC=NC1=2)=[N+](C)C)C.F[P-](F)(F)(F)(F)F.[NH:50]1[C:58]2[C:53](=[C:54]([C:59]3[CH:60]=[C:61]([NH2:65])[CH:62]=[CH:63][CH:64]=3)[CH:55]=[CH:56][CH:57]=2)[CH:52]=[CH:51]1. Product: [NH:50]1[C:58]2[C:53](=[C:54]([C:59]3[CH:60]=[C:61]([NH:65][C:23]([C:18]4[C:19](=[O:22])[O:20][C:21]5[C:16]([CH:17]=4)=[CH:15][CH:14]=[CH:13][C:12]=5[O:11][CH3:10])=[O:25])[CH:62]=[CH:63][CH:64]=3)[CH:55]=[CH:56][CH:57]=2)[CH:52]=[CH:51]1. The catalyst class is: 3. (7) Reactant: COC1C=CC(CN(CC2C=CC(OC)=CC=2)C2N=CC(C3C4CCNC=4N=C(N4CCOCC4)N=3)=CN=2)=CC=1.N1C=CC=CC=1.ClC(Cl)(O[C:51](=O)[O:52][C:53](Cl)(Cl)Cl)Cl.NC1C(F)=CC(C(N2CCN(CC)CC2)=O)=CC=1F.[CH2:78]([N:80]1[CH2:85][CH2:84][N:83]([C:86]([C:88]2[CH:93]=[C:92]([F:94])[C:91]([NH:95][C:96]([N:98]3[C:102]4[N:103]=[C:104]([N:132]5[CH2:137]COC[CH2:133]5)[N:105]=[C:106]([C:107]5[CH:108]=[N:109][C:110]([N:113](CC6C=CC(OC)=CC=6)CC6C=CC(OC)=CC=6)=[N:111][CH:112]=5)[C:101]=4[CH2:100][CH2:99]3)=[O:97])=[C:90]([F:138])[CH:89]=2)=[O:87])[CH2:82][CH2:81]1)[CH3:79].C(N[C@H](C(O)=O)CS)(=O)C. Product: [CH2:78]([N:80]1[CH2:85][CH2:84][N:83]([C:86]([C:88]2[CH:89]=[C:90]([F:138])[C:91]([NH:95][C:96]([N:98]3[C:102]4[N:103]=[C:104]([N:132]5[CH2:137][CH2:51][O:52][CH2:53][CH2:133]5)[N:105]=[C:106]([C:107]5[CH:112]=[N:111][C:110]([NH2:113])=[N:109][CH:108]=5)[C:101]=4[CH2:100][CH2:99]3)=[O:97])=[C:92]([F:94])[CH:93]=2)=[O:87])[CH2:82][CH2:81]1)[CH3:79]. The catalyst class is: 620.